Dataset: Catalyst prediction with 721,799 reactions and 888 catalyst types from USPTO. Task: Predict which catalyst facilitates the given reaction. Reactant: [CH3:1][O:2][C:3](=[O:27])[CH:4]([NH:12][S:13]([C:16]1[C:21]([CH3:22])=[CH:20][C:19]([O:23][CH3:24])=[C:18]([CH3:25])[C:17]=1[CH3:26])(=[O:15])=[O:14])[CH2:5][C:6]1[CH:11]=[CH:10][CH:9]=[CH:8][CH:7]=1.[CH2:28](Br)[C:29]#[CH:30].C([O-])([O-])=O.[Cs+].[Cs+]. Product: [CH3:1][O:2][C:3](=[O:27])[CH:4]([N:12]([S:13]([C:16]1[C:21]([CH3:22])=[CH:20][C:19]([O:23][CH3:24])=[C:18]([CH3:25])[C:17]=1[CH3:26])(=[O:15])=[O:14])[CH2:30][C:29]#[CH:28])[CH2:5][C:6]1[CH:11]=[CH:10][CH:9]=[CH:8][CH:7]=1. The catalyst class is: 3.